This data is from Cav3 T-type calcium channel HTS with 100,875 compounds. The task is: Binary Classification. Given a drug SMILES string, predict its activity (active/inactive) in a high-throughput screening assay against a specified biological target. (1) The drug is S(=O)(=O)(NCCSc1ncccc1)c1ccc(NC(=O)C)cc1. The result is 0 (inactive). (2) The drug is Clc1c(OCCCCn2ccnc2)ccc(c1)C. The result is 0 (inactive). (3) The compound is S(=O)(=O)(c1cc([N+]([O-])=O)c(Sc2sc3c(n2)cccc3)cc1)C(F)(F)F. The result is 0 (inactive). (4) The compound is O1C2(OCC1)CCN(CC2)c1[nH]c(=O)n(C2CCCCC2)c(=O)c1. The result is 0 (inactive). (5) The result is 0 (inactive). The drug is o1c2nc(n(Cc3occc3)c(=O)c2c(=O)c2c1cccc2)c1cc(OC)c(OC)c(OC)c1. (6) The drug is Clc1c2n(nc1C(=O)NCC=C)cccn2. The result is 0 (inactive).